Dataset: NCI-60 drug combinations with 297,098 pairs across 59 cell lines. Task: Regression. Given two drug SMILES strings and cell line genomic features, predict the synergy score measuring deviation from expected non-interaction effect. (1) Drug 1: CC1C(C(CC(O1)OC2CC(CC3=C2C(=C4C(=C3O)C(=O)C5=C(C4=O)C(=CC=C5)OC)O)(C(=O)C)O)N)O.Cl. Drug 2: CCC(=C(C1=CC=CC=C1)C2=CC=C(C=C2)OCCN(C)C)C3=CC=CC=C3.C(C(=O)O)C(CC(=O)O)(C(=O)O)O. Cell line: TK-10. Synergy scores: CSS=23.1, Synergy_ZIP=-4.87, Synergy_Bliss=4.44, Synergy_Loewe=3.08, Synergy_HSA=3.15. (2) Drug 1: C1CN1C2=NC(=NC(=N2)N3CC3)N4CC4. Drug 2: CCN(CC)CCCC(C)NC1=C2C=C(C=CC2=NC3=C1C=CC(=C3)Cl)OC. Cell line: RPMI-8226. Synergy scores: CSS=44.2, Synergy_ZIP=-2.89, Synergy_Bliss=-1.12, Synergy_Loewe=-3.77, Synergy_HSA=2.33. (3) Drug 1: C1CCC(C1)C(CC#N)N2C=C(C=N2)C3=C4C=CNC4=NC=N3. Drug 2: C1CCC(C(C1)N)N.C(=O)(C(=O)[O-])[O-].[Pt+4]. Cell line: MALME-3M. Synergy scores: CSS=7.87, Synergy_ZIP=-0.857, Synergy_Bliss=4.57, Synergy_Loewe=-3.09, Synergy_HSA=3.48. (4) Drug 1: C1=C(C(=O)NC(=O)N1)N(CCCl)CCCl. Drug 2: CCC1(CC2CC(C3=C(CCN(C2)C1)C4=CC=CC=C4N3)(C5=C(C=C6C(=C5)C78CCN9C7C(C=CC9)(C(C(C8N6C=O)(C(=O)OC)O)OC(=O)C)CC)OC)C(=O)OC)O.OS(=O)(=O)O. Cell line: NCI-H322M. Synergy scores: CSS=5.79, Synergy_ZIP=1.57, Synergy_Bliss=5.51, Synergy_Loewe=3.92, Synergy_HSA=4.98. (5) Drug 1: CC1=C(C=C(C=C1)NC2=NC=CC(=N2)N(C)C3=CC4=NN(C(=C4C=C3)C)C)S(=O)(=O)N.Cl. Drug 2: C1CCC(C(C1)N)N.C(=O)(C(=O)[O-])[O-].[Pt+4]. Cell line: HL-60(TB). Synergy scores: CSS=13.2, Synergy_ZIP=3.01, Synergy_Bliss=-1.26, Synergy_Loewe=-59.6, Synergy_HSA=-19.6.